This data is from NCI-60 drug combinations with 297,098 pairs across 59 cell lines. The task is: Regression. Given two drug SMILES strings and cell line genomic features, predict the synergy score measuring deviation from expected non-interaction effect. (1) Drug 1: C(CCl)NC(=O)N(CCCl)N=O. Drug 2: CC12CCC3C(C1CCC2OP(=O)(O)O)CCC4=C3C=CC(=C4)OC(=O)N(CCCl)CCCl.[Na+]. Cell line: ACHN. Synergy scores: CSS=13.2, Synergy_ZIP=-3.06, Synergy_Bliss=3.01, Synergy_Loewe=0.344, Synergy_HSA=0.496. (2) Drug 1: C1=CC(=CC=C1CC(C(=O)O)N)N(CCCl)CCCl.Cl. Drug 2: CCC1(CC2CC(C3=C(CCN(C2)C1)C4=CC=CC=C4N3)(C5=C(C=C6C(=C5)C78CCN9C7C(C=CC9)(C(C(C8N6C)(C(=O)OC)O)OC(=O)C)CC)OC)C(=O)OC)O.OS(=O)(=O)O. Cell line: MCF7. Synergy scores: CSS=22.0, Synergy_ZIP=-7.02, Synergy_Bliss=-2.92, Synergy_Loewe=-10.9, Synergy_HSA=-1.44. (3) Drug 1: CC(CN1CC(=O)NC(=O)C1)N2CC(=O)NC(=O)C2. Drug 2: CCCCCOC(=O)NC1=NC(=O)N(C=C1F)C2C(C(C(O2)C)O)O. Cell line: MALME-3M. Synergy scores: CSS=11.2, Synergy_ZIP=-2.79, Synergy_Bliss=1.27, Synergy_Loewe=-0.904, Synergy_HSA=-0.738.